From a dataset of Full USPTO retrosynthesis dataset with 1.9M reactions from patents (1976-2016). Predict the reactants needed to synthesize the given product. (1) Given the product [CH3:16][O:15][C:12]1[CH:11]=[C:5]([CH:4]=[C:3]([O:2][CH3:1])[C:13]=1[O:14][C:17](=[O:19])[CH3:18])[CH:6]=[CH:7][C:8]([OH:10])=[O:9], predict the reactants needed to synthesize it. The reactants are: [CH3:1][O:2][C:3]1[CH:4]=[C:5]([CH:11]=[C:12]([O:15][CH3:16])[C:13]=1[OH:14])[CH:6]=[CH:7][C:8]([OH:10])=[O:9].[C:17](OC(=O)C)(=[O:19])[CH3:18]. (2) The reactants are: [CH2:1]([O:8][C:9]1[CH:14]=[CH:13][NH:12][C:11](=[O:15])[CH:10]=1)[C:2]1[CH:7]=[CH:6][CH:5]=[CH:4][CH:3]=1.[OH-].[Na+].[CH2:18](Br)[C:19]1[CH:24]=[CH:23][CH:22]=[CH:21][CH:20]=1. Given the product [CH2:18]([N:12]1[CH:13]=[CH:14][C:9]([O:8][CH2:1][C:2]2[CH:3]=[CH:4][CH:5]=[CH:6][CH:7]=2)=[CH:10][C:11]1=[O:15])[C:19]1[CH:24]=[CH:23][CH:22]=[CH:21][CH:20]=1, predict the reactants needed to synthesize it.